From a dataset of Reaction yield outcomes from USPTO patents with 853,638 reactions. Predict the reaction yield, written as a fraction of the theoretical maximum amount of product (1.0 means a 100% yield; for example, 0.34 means a 34% yield). (1) The catalyst is C1COCC1. The yield is 0.860. The reactants are [Cl:1][C:2]1[CH:3]=[C:4]2[C:8](=[CH:9][CH:10]=1)[NH:7][C:6]([C:11]([NH:13][CH2:14][C:15]([OH:17])=O)=[O:12])=[CH:5]2.[C:18]1([NH:24][CH2:25][CH2:26][OH:27])[CH:23]=[CH:22][CH:21]=[CH:20][CH:19]=1.[Cl-].COC1N=C(OC)N=C([N+]2(C)CCOCC2)N=1.O. The product is [Cl:1][C:2]1[CH:3]=[C:4]2[C:8](=[CH:9][CH:10]=1)[NH:7][C:6]([C:11]([NH:13][CH2:14][C:15]([N:24]([CH2:25][CH2:26][OH:27])[C:18]1[CH:23]=[CH:22][CH:21]=[CH:20][CH:19]=1)=[O:17])=[O:12])=[CH:5]2. (2) The reactants are [Cl:1][C:2]1[N:7]2[N:8]=[C:9]([C:11]([F:14])([F:13])[F:12])[CH:10]=[C:6]2[N:5]=[C:4]([NH2:15])[CH:3]=1.[Cl-].[CH3:17][O:18][C:19](=[O:29])[C:20]1[CH:28]=[CH:27][C:23]([C:24](O)=[O:25])=[CH:22][CH:21]=1. The catalyst is N1C=CC=CC=1.CN(C)C1C=CN=CC=1. The product is [Cl:1][C:2]1[N:7]2[N:8]=[C:9]([C:11]([F:12])([F:13])[F:14])[CH:10]=[C:6]2[N:5]=[C:4]([NH:15][C:24]([C:23]2[CH:27]=[CH:28][C:20]([C:19]([O:18][CH3:17])=[O:29])=[CH:21][CH:22]=2)=[O:25])[CH:3]=1. The yield is 0.100. (3) The reactants are F[C:2]1[C:3]([C:8]([O:10][CH2:11][CH3:12])=[O:9])=[N:4][CH:5]=[CH:6][CH:7]=1.[CH3:13][O:14][CH2:15][CH:16]([NH2:18])[CH3:17]. No catalyst specified. The product is [CH3:13][O:14][CH2:15][CH:16]([NH:18][C:2]1[C:3]([C:8]([O:10][CH2:11][CH3:12])=[O:9])=[N:4][CH:5]=[CH:6][CH:7]=1)[CH3:17]. The yield is 0.570.